Task: Predict which catalyst facilitates the given reaction.. Dataset: Catalyst prediction with 721,799 reactions and 888 catalyst types from USPTO (1) Reactant: [F:1][CH:2](F)[C:3]1[CH:21]=[CH:20][C:6]([C:7]([NH:9][C:10]2[CH:15]=[CH:14][CH:13]=[C:12]([C:16]([F:19])([F:18])[F:17])[CH:11]=2)=[O:8])=[CH:5][C:4]=1[C:22]1[CH:27]=[CH:26][N:25]=[C:24]([N:28]2[CH2:33][CH2:32][O:31][CH2:30][CH2:29]2)[CH:23]=1.C(N(S(F)(F)F)CC)C. Product: [F:1][CH2:2][C:3]1[CH:21]=[CH:20][C:6]([C:7]([NH:9][C:10]2[CH:15]=[CH:14][CH:13]=[C:12]([C:16]([F:17])([F:18])[F:19])[CH:11]=2)=[O:8])=[CH:5][C:4]=1[C:22]1[CH:27]=[CH:26][N:25]=[C:24]([N:28]2[CH2:29][CH2:30][O:31][CH2:32][CH2:33]2)[CH:23]=1. The catalyst class is: 2. (2) Product: [CH2:24]([NH:23][C:21]1[C:20]2=[N:35][CH:36]=[C:37]([C:38]#[N:39])[N:19]2[N:18]=[CH:17][N:22]=1)[CH3:25]. The catalyst class is: 26. Reactant: N[C@@H]1CCN(C2C(Cl)=C(N[C:17]3[N:22]=[C:21]([N:23](CC)[CH2:24][C:25]4C=CC(OC)=CC=4)[C:20]4=[N:35][CH:36]=[C:37]([C:38]#[N:39])[N:19]4[N:18]=3)C=C(C#N)C=2)C[C@H]1O.C1(OC)C=CC=CC=1.C(O)(C(F)(F)F)=O. (3) Reactant: C([N:8]1[CH2:13][CH2:12][CH:11]([CH2:14][NH:15][C:16]2[CH:21]=[CH:20][N:19]=[CH:18][CH:17]=2)[CH2:10][CH2:9]1)(OC(C)(C)C)=O.[ClH:22]. Product: [ClH:22].[ClH:22].[N:19]1[CH:20]=[CH:21][C:16]([NH:15][CH2:14][CH:11]2[CH2:12][CH2:13][NH:8][CH2:9][CH2:10]2)=[CH:17][CH:18]=1. The catalyst class is: 5. (4) Reactant: C([Li])CCC.[CH3:6][Si:7]([CH:10]=[N+:11]=[N-:12])([CH3:9])[CH3:8].[CH:13](=[C:20](C#C)[C:21]#[N:22])[C:14]1[CH:19]=[CH:18][CH:17]=[CH:16][CH:15]=1. Product: [C:14]1([C:13]2[C:20]([C:21]#[N:22])=[N:12][NH:11][C:10]=2[Si:7]([CH3:9])([CH3:8])[CH3:6])[CH:19]=[CH:18][CH:17]=[CH:16][CH:15]=1. The catalyst class is: 56.